Dataset: Full USPTO retrosynthesis dataset with 1.9M reactions from patents (1976-2016). Task: Predict the reactants needed to synthesize the given product. (1) Given the product [CH2:2]([O:9][C:10]1[CH:19]=[CH:18][C:17]2[N:16]=[CH:15][C:14]3[N:20]=[C:21]([CH2:35][O:36][CH2:37][CH3:38])[N:22]([CH2:23][C:24]([NH2:27])([CH3:25])[CH3:26])[C:13]=3[C:12]=2[CH:11]=1)[C:3]1[CH:8]=[CH:7][CH:6]=[CH:5][CH:4]=1, predict the reactants needed to synthesize it. The reactants are: Cl.[CH2:2]([O:9][C:10]1[CH:19]=[CH:18][C:17]2[N:16]=[CH:15][C:14]3[N:20]=[C:21]([CH2:35][O:36][CH2:37][CH3:38])[N:22]([CH2:23][C:24]([NH:27]C(=O)OC(C)(C)C)([CH3:26])[CH3:25])[C:13]=3[C:12]=2[CH:11]=1)[C:3]1[CH:8]=[CH:7][CH:6]=[CH:5][CH:4]=1. (2) Given the product [NH2:34][CH2:33][C:30]1[N:29]=[CH:28][C:27]([CH2:26][NH:25][C:23]([O:22][C:18]([CH3:21])([CH3:20])[CH3:19])=[O:24])=[CH:32][CH:31]=1, predict the reactants needed to synthesize it. The reactants are: C(OC(NCC1C=NC(CO)=CC=1)=O)(C)(C)C.[C:18]([O:22][C:23]([NH:25][CH2:26][C:27]1[CH:28]=[N:29][C:30]([C:33]#[N:34])=[CH:31][CH:32]=1)=[O:24])([CH3:21])([CH3:20])[CH3:19].OS([O-])(=O)=O.[K+].CO. (3) Given the product [NH2:2][C:3]1[CH:9]=[CH:8][C:7]2[CH:10]=[CH:11][CH:12]=[CH:13][C:6]=2[NH:5][N:4]=1, predict the reactants needed to synthesize it. The reactants are: Br.[NH2:2][C:3]1[CH:9]=[CH:8][C:7]2[CH:10]=[CH:11][CH:12]=[CH:13][C:6]=2[NH:5][N:4]=1.Br. (4) Given the product [CH2:1]([N:3]([CH2:11][C:12]1[CH:13]=[N:14][CH:15]=[C:16]([C:19]2[CH:20]=[C:21]3[C:25](=[CH:26][CH:27]=2)[N:24]([CH:28]2[CH2:33][CH2:32][CH2:31][CH2:30][O:29]2)[N:23]=[C:22]3[C:34]2[NH:35][C:36]([C:39]([N:41]3[CH2:105][CH2:104][N:103]([C:97]4[CH:102]=[CH:101][CH:100]=[CH:99][CH:98]=4)[CH2:108][CH2:42]3)=[O:40])=[CH:37][N:38]=2)[C:17]=1[CH3:18])[C:4](=[O:10])[O:5][C:6]([CH3:8])([CH3:7])[CH3:9])[CH3:2], predict the reactants needed to synthesize it. The reactants are: [CH2:1]([N:3]([CH2:11][C:12]1[CH:13]=[N:14][CH:15]=[C:16]([C:19]2[CH:20]=[C:21]3[C:25](=[CH:26][CH:27]=2)[N:24]([CH:28]2[CH2:33][CH2:32][CH2:31][CH2:30][O:29]2)[N:23]=[C:22]3[C:34]2[NH:35][C:36]([C:39]([NH:41][CH2:42]C3C=NC=CC=3)=[O:40])=[CH:37][N:38]=2)[C:17]=1[CH3:18])[C:4](=[O:10])[O:5][C:6]([CH3:9])([CH3:8])[CH3:7])[CH3:2].C(OC(N(CC1C(C)=C(C2C=C3C(=CC=2)N(C2CCCCO2)N=C3C2NC(C(O)=O)=CN=2)C=NC=1)CC)=O)(C)(C)C.CCN(CC)CC.[C:97]1([N:103]2[CH2:108]CN[CH2:105][CH2:104]2)[CH:102]=[CH:101][CH:100]=[CH:99][CH:98]=1.CN(C(ON1N=NC2C=CC=NC1=2)=[N+](C)C)C.F[P-](F)(F)(F)(F)F. (5) Given the product [F:38][C:37]([F:40])([F:39])[C:35]([OH:41])=[O:36].[Cl:34][C:16]1[CH:15]=[C:14]([C:11]2[CH:12]=[CH:13][C:8]([C:6]([OH:7])=[O:5])=[CH:9][CH:10]=2)[CH:19]=[C:18]([Cl:20])[C:17]=1[CH2:21][C@@H:22]1[CH2:26][CH2:25][N:24]([N:27]2[CH2:32][CH2:31][O:30][CH2:29][CH2:28]2)[C:23]1=[O:33], predict the reactants needed to synthesize it. The reactants are: C([O:5][C:6]([C:8]1[CH:13]=[CH:12][C:11]([C:14]2[CH:19]=[C:18]([Cl:20])[C:17]([CH2:21][C@@H:22]3[CH2:26][CH2:25][N:24]([N:27]4[CH2:32][CH2:31][O:30][CH2:29][CH2:28]4)[C:23]3=[O:33])=[C:16]([Cl:34])[CH:15]=2)=[CH:10][CH:9]=1)=[O:7])(C)(C)C.[C:35]([OH:41])([C:37]([F:40])([F:39])[F:38])=[O:36].